Dataset: Forward reaction prediction with 1.9M reactions from USPTO patents (1976-2016). Task: Predict the product of the given reaction. (1) Given the reactants [CH3:1][C:2]1[CH:3]=[C:4]([CH:8]=[N:9][C:10]([O:12][Si](C)(C)C)=[CH2:11])[CH:5]=[CH:6][CH:7]=1.[CH2:17]([O:19][C:20]([N:22]1[C:30]2[C:25](=[CH:26][CH:27]=[C:28]([Cl:31])[CH:29]=2)/[C:24](=[CH:32]/[C:33]2[CH:38]=[CH:37][CH:36]=[C:35]([Cl:39])[CH:34]=2)/[C:23]1=[O:40])=[O:21])[CH3:18].CO, predict the reaction product. The product is: [CH2:17]([O:19][C:20]([N:22]1[C:30]2[C:25](=[CH:26][CH:27]=[C:28]([Cl:31])[CH:29]=2)[C:24]2([CH:32]([C:33]3[CH:38]=[CH:37][CH:36]=[C:35]([Cl:39])[CH:34]=3)[CH2:12][C:10](=[O:11])[NH:9][CH:8]2[C:4]2[CH:5]=[CH:6][CH:7]=[C:2]([CH3:1])[CH:3]=2)[C:23]1=[O:40])=[O:21])[CH3:18]. (2) Given the reactants [CH:1]([C:3]1[CH:4]=[C:5]([CH:9]=[CH:10][CH:11]=1)[C:6]([OH:8])=O)=[O:2].[N:12]1([C:18]([O:20][C:21]([CH3:24])([CH3:23])[CH3:22])=[O:19])[CH2:17][CH2:16][NH:15][CH2:14][CH2:13]1.CN(C(ON1N=NC2C=CC=NC1=2)=[N+](C)C)C.F[P-](F)(F)(F)(F)F.CN1CCOCC1, predict the reaction product. The product is: [CH:1]([C:3]1[CH:4]=[C:5]([CH:9]=[CH:10][CH:11]=1)[C:6]([N:15]1[CH2:14][CH2:13][N:12]([C:18]([O:20][C:21]([CH3:24])([CH3:23])[CH3:22])=[O:19])[CH2:17][CH2:16]1)=[O:8])=[O:2]. (3) Given the reactants Br[C:2]1[CH:15]=[CH:14][C:5]2[O:6][C:7]([CH3:13])([CH3:12])[C:8](=[O:11])[N:9]([CH3:10])[C:4]=2[CH:3]=1.[CH3:16][C:17]1([CH3:33])[C:21]([CH3:23])([CH3:22])[O:20][B:19]([B:19]2[O:20][C:21]([CH3:23])([CH3:22])[C:17]([CH3:33])([CH3:16])[O:18]2)[O:18]1.C([O-])(=O)C.[K+], predict the reaction product. The product is: [CH3:12][C:7]1([CH3:13])[O:6][C:5]2[CH:14]=[CH:15][C:2]([B:19]3[O:20][C:21]([CH3:23])([CH3:22])[C:17]([CH3:33])([CH3:16])[O:18]3)=[CH:3][C:4]=2[N:9]([CH3:10])[C:8]1=[O:11]. (4) Given the reactants [Br:1][C:2]1[N:6]([CH3:7])[N:5]=[CH:4][C:3]=1[C:8]#[N:9].C([Sn](Cl)(CCCC)CCCC)CCC.[N-:24]=[N+:25]=[N-:26].[Na+].Cl, predict the reaction product. The product is: [Br:1][C:2]1[N:6]([CH3:7])[N:5]=[CH:4][C:3]=1[C:8]1[N:24]=[N:25][NH:26][N:9]=1. (5) The product is: [Br:1][C:2]1[CH:3]=[C:4]([CH:17]=[CH:18][CH:19]=1)[CH2:5][C:6]1[N:7]=[C:8]([C:12]([OH:14])=[O:13])[S:9][C:10]=1[CH3:11]. Given the reactants [Br:1][C:2]1[CH:3]=[C:4]([CH:17]=[CH:18][CH:19]=1)[CH2:5][C:6]1[N:7]=[C:8]([C:12]([O:14]CC)=[O:13])[S:9][C:10]=1[CH3:11].O[Li].O.Cl, predict the reaction product. (6) Given the reactants [CH2:1]([O:3][C:4](=[O:12])[C:5]1[CH:10]=[CH:9][C:8]([NH2:11])=[CH:7][CH:6]=1)[CH3:2].Cl[C:14](OC(Cl)(Cl)Cl)=[O:15], predict the reaction product. The product is: [CH2:1]([O:3][C:4](=[O:12])[C:5]1[CH:10]=[CH:9][C:8]([N:11]=[C:14]=[O:15])=[CH:7][CH:6]=1)[CH3:2].